Task: Predict the reaction yield, written as a fraction of the theoretical maximum amount of product (1.0 means a 100% yield; for example, 0.34 means a 34% yield).. Dataset: Reaction yield outcomes from USPTO patents with 853,638 reactions (1) The reactants are C[O:2][C:3](=O)[C:4]1[CH:12]=[C:11]([OH:13])[CH:10]=[C:6]([C:7]([OH:9])=[O:8])[CH:5]=1.[H-].[Al+3].[Li+].[H-].[H-].[H-].COC(=O)C1C=C(CO)C=C(O)C=1.[OH-].[Na+].Cl. The catalyst is O1CCCC1.CO.O. The product is [OH:13][C:11]1[CH:10]=[C:6]([CH:5]=[C:4]([CH2:3][OH:2])[CH:12]=1)[C:7]([OH:9])=[O:8]. The yield is 0.960. (2) The reactants are [Br:1][C:2]1[CH:7]=[C:6]([N+:8]([O-:10])=[O:9])[CH:5]=[C:4]([CH3:11])[C:3]=1C=C.[C:14]([O-:17])([O-])=O.[K+].[K+].CS(N)(=O)=O.[O-]S([O-])=O.[Na+].[Na+].C[C:32]([OH:35])(C)C. The catalyst is O.CC[C@H]1[C@H]2C[C@H]([C@H](OC3C4C(=CC=CC=4)C(O[C@H](C4C=CN=C5C=4C=C(OC)C=C5)[C@@H]4N5C[C@H](CC)[C@@H](CC5)C4)=NN=3)C3C=CN=C4C=3C=C(OC)C=C4)N(CC2)C1. The product is [Br:1][C:2]1[CH:7]=[C:6]([N+:8]([O-:10])=[O:9])[CH:5]=[C:4]([CH3:11])[C:3]=1[C@H:14]([OH:17])[CH2:32][OH:35]. The yield is 0.500. (3) The reactants are [NH:1]1[CH2:6][CH2:5][O:4][CH2:3][C@H:2]1[CH2:7][OH:8].[Cl:9][CH2:10][CH:11]1[CH2:13]O1. No catalyst specified. The product is [Cl:9][CH2:10][CH:11]1[O:8][CH2:7][CH:2]2[CH2:3][O:4][CH2:5][CH2:6][N:1]2[CH2:13]1. The yield is 0.350. (4) The reactants are [C:1]1(=[O:7])O[C:4](=[O:5])[CH:3]=[CH:2]1.[NH2:8][CH2:9][CH2:10][N:11]([CH2:15][CH2:16][NH2:17])[CH2:12][CH2:13][NH2:14].[C:18]([O-:21])(=O)[CH3:19].[Na+].C(O[C:27](=[O:29])[CH3:28])(=O)C. The catalyst is CN(C=O)C. The product is [N:11]([CH2:15][CH2:16][N:17]1[C:1](=[O:7])[CH:2]=[CH:3][C:4]1=[O:5])([CH2:12][CH2:13][N:14]1[C:18](=[O:21])[CH:19]=[CH:28][C:27]1=[O:29])[CH2:10][CH2:9][N:8]1[C:4](=[O:5])[CH:3]=[CH:2][C:1]1=[O:7]. The yield is 0.300. (5) The reactants are CN1CCOCC1.[NH2:8][C@H:9]([C:25]([NH:27][C@H:28]([C:33]([NH:35][C@H:36]([C:41]([O:43][CH3:44])=[O:42])[CH2:37][CH:38]([CH3:40])[CH3:39])=[O:34])[CH2:29][CH:30]([CH3:32])[CH3:31])=[O:26])[CH2:10][CH2:11][CH2:12][CH2:13][NH:14][C:15]([O:17][CH2:18][C:19]1[CH:24]=[CH:23][CH:22]=[CH:21][CH:20]=1)=[O:16].Cl.C1C=CC2N(O)N=NC=2C=1.[NH:56]([C:73]([O:75][C:76]([CH3:79])([CH3:78])[CH3:77])=[O:74])[C@H:57]([C:62]([NH:64][C@H:65]([C:70](O)=[O:71])[CH2:66][CH:67]([CH3:69])[CH3:68])=[O:63])[CH2:58][CH:59]([CH3:61])[CH3:60].CC(C)N=C=NC(C)C. The catalyst is CN(C=O)C.O. The product is [NH:56]([C:73]([O:75][C:76]([CH3:79])([CH3:78])[CH3:77])=[O:74])[C@H:57]([C:62]([NH:64][C@H:65]([C:70]([NH:8][C@H:9]([C:25]([NH:27][C@H:28]([C:33]([NH:35][C@H:36]([C:41]([O:43][CH3:44])=[O:42])[CH2:37][CH:38]([CH3:39])[CH3:40])=[O:34])[CH2:29][CH:30]([CH3:31])[CH3:32])=[O:26])[CH2:10][CH2:11][CH2:12][CH2:13][NH:14][C:15]([O:17][CH2:18][C:19]1[CH:20]=[CH:21][CH:22]=[CH:23][CH:24]=1)=[O:16])=[O:71])[CH2:66][CH:67]([CH3:68])[CH3:69])=[O:63])[CH2:58][CH:59]([CH3:61])[CH3:60]. The yield is 0.864. (6) The reactants are [C:1]([CH:4]1[CH2:9][CH2:8][N:7]([CH:10]([C:14]2[CH:19]=[CH:18][CH:17]=[CH:16][CH:15]=2)[C:11]([OH:13])=[O:12])[CH2:6][CH2:5]1)(=[O:3])[NH2:2].C1CCC(N=C=NC2CCCCC2)CC1.C1C=CC2N(O)N=NC=2C=1.[N:45]12[CH2:52][CH2:51][CH:48]([CH2:49][CH2:50]1)[C@@H:47](O)[CH2:46]2. The catalyst is C1COCC1. The product is [C:1]([CH:4]1[CH2:9][CH2:8][N:7]([CH:10]([C:14]2[CH:15]=[CH:16][CH:17]=[CH:18][CH:19]=2)[C:11]([O:13][C@@H:47]2[CH:48]3[CH2:51][CH2:52][N:45]([CH2:50][CH2:49]3)[CH2:46]2)=[O:12])[CH2:6][CH2:5]1)(=[O:3])[NH2:2]. The yield is 0.380. (7) The reactants are O[C:2]1[CH:16]=[CH:15][C:5]([C:6]([C:8]2[CH:13]=[CH:12][C:11]([OH:14])=[CH:10][CH:9]=2)=[O:7])=[CH:4][CH:3]=1.Br[CH2:18][CH2:19][CH2:20][CH2:21][CH2:22][CH2:23][CH2:24][CH2:25][CH2:26][CH2:27][CH2:28][CH2:29][CH2:30][CH2:31][CH2:32][CH2:33][CH2:34][CH2:35][CH2:36][CH2:37][CH2:38][CH3:39].[C:40](=[O:43])([O-])[O-].[K+].[K+].Cl. The catalyst is O.CN(C=O)C. The product is [CH2:18]([O:14][C:11]1[CH:12]=[CH:13][C:8]([C:6]([C:5]2[CH:15]=[CH:16][C:2]([O:43][CH2:40][CH2:38][CH2:37][CH2:36][CH2:35][CH2:34][CH2:33][CH2:32][CH2:31][CH2:30][CH2:29][CH2:28][CH2:27][CH2:26][CH2:25][CH2:24][CH2:23][CH2:22][CH2:21][CH2:20][CH2:19][CH3:18])=[CH:3][CH:4]=2)=[O:7])=[CH:9][CH:10]=1)[CH2:19][CH2:20][CH2:21][CH2:22][CH2:23][CH2:24][CH2:25][CH2:26][CH2:27][CH2:28][CH2:29][CH2:30][CH2:31][CH2:32][CH2:33][CH2:34][CH2:35][CH2:36][CH2:37][CH2:38][CH3:39]. The yield is 0.890.